Dataset: NCI-60 drug combinations with 297,098 pairs across 59 cell lines. Task: Regression. Given two drug SMILES strings and cell line genomic features, predict the synergy score measuring deviation from expected non-interaction effect. Drug 1: C1=NC2=C(N=C(N=C2N1C3C(C(C(O3)CO)O)O)F)N. Drug 2: CC1CCCC2(C(O2)CC(NC(=O)CC(C(C(=O)C(C1O)C)(C)C)O)C(=CC3=CSC(=N3)C)C)C. Cell line: M14. Synergy scores: CSS=52.7, Synergy_ZIP=1.38, Synergy_Bliss=-1.16, Synergy_Loewe=-11.8, Synergy_HSA=-1.62.